Dataset: Catalyst prediction with 721,799 reactions and 888 catalyst types from USPTO. Task: Predict which catalyst facilitates the given reaction. (1) Reactant: [Cl:1][C:2]1[CH:3]=[C:4]2[C:8](=[CH:9][CH:10]=1)[NH:7][C:6]([NH2:11])=[C:5]2[S:12]([C:15]1[CH:20]=[CH:19][CH:18]=[CH:17][CH:16]=1)(=[O:14])=[O:13].N1C=CC=CC=1.[Br:27][CH2:28][C:29](Br)=[O:30]. Product: [Br:27][CH2:28][C:29]([NH:11][C:6]1[NH:7][C:8]2[C:4]([C:5]=1[S:12]([C:15]1[CH:20]=[CH:19][CH:18]=[CH:17][CH:16]=1)(=[O:14])=[O:13])=[CH:3][C:2]([Cl:1])=[CH:10][CH:9]=2)=[O:30]. The catalyst class is: 34. (2) Reactant: [Cl:1][C:2]1[C:7]([O:8][CH3:9])=[CH:6][C:5]([O:10][CH3:11])=[C:4]([F:12])[C:3]=1[N:13]1[CH2:18][C:17]2[CH:19]=[N:20][C:21]3[NH:25][CH:24]=[CH:23][C:22]=3[C:16]=2[N:15]([CH2:26][CH3:27])[C:14]1=[O:28].C([OH:32])(C)C.O.[Br-].[Br-].[Br-].[NH+]1C=CC=CC=1.[NH+]1C=CC=CC=1.[NH+]1C=CC=CC=1.C(O)(=O)C. Product: [Cl:1][C:2]1[C:7]([O:8][CH3:9])=[CH:6][C:5]([O:10][CH3:11])=[C:4]([F:12])[C:3]=1[N:13]1[CH2:18][C:17]2[CH:19]=[N:20][C:21]3[NH:25][C:24](=[O:32])[CH2:23][C:22]=3[C:16]=2[N:15]([CH2:26][CH3:27])[C:14]1=[O:28]. The catalyst class is: 401. (3) Reactant: [OH-].[Na+].[CH3:3][O:4][C:5]1[CH:6]=[C:7]([CH:12]=[C:13]([O:15][S:16]([CH3:19])(=[O:18])=[O:17])[CH:14]=1)[C:8]([O:10]C)=[O:9].Cl. Product: [CH3:3][O:4][C:5]1[CH:6]=[C:7]([CH:12]=[C:13]([O:15][S:16]([CH3:19])(=[O:18])=[O:17])[CH:14]=1)[C:8]([OH:10])=[O:9]. The catalyst class is: 7. (4) Reactant: [CH2:1]1[C:22]2[CH:5]([CH2:6][C:7]3[C:20]([CH:21]=2)=[CH:19][C:18]2[C:9](=[CH:10][C:11]4[C:16]([CH:17]=2)=[CH:15][CH:14]=[CH:13][CH:12]=4)[CH:8]=3)[CH2:4][CH2:3][CH2:2]1.[C:23]1(Cl)C(=O)C(Cl)=C(Cl)C(=O)[C:24]=1Cl.[OH-].[Na+]. Product: [CH:13]1[CH:12]=[C:11]2[C:16]([CH:17]=[C:18]3[C:9](=[CH:10]2)[CH:8]2[C:7]4[C:20]([CH:19]3[CH:23]=[CH:24]2)=[CH:21][C:22]2[C:5](=[CH:4][CH:3]=[CH:2][CH:1]=2)[CH:6]=4)=[CH:15][CH:14]=1. The catalyst class is: 11. (5) Reactant: [Cl:1][C:2]1[CH:7]=[CH:6][CH:5]=[C:4]([CH3:8])[C:3]=1[NH:9][C:10]([NH:12][C:13]1[C:14]([C:23]([OH:25])=O)=[CH:15][C:16]2[C:21]([CH:22]=1)=[CH:20][CH:19]=[CH:18][CH:17]=2)=[O:11].Cl.[CH3:27][C:28]1[CH:32]=[C:31](NC)[O:30][N:29]=1.C[CH2:36][N:37](C(C)C)C(C)C.CC(C)N=C=NC(C)C. Product: [Cl:1][C:2]1[CH:7]=[CH:6][CH:5]=[C:4]([CH3:8])[C:3]=1[NH:9][C:10]([NH:12][C:13]1[C:14]([C:23]([NH:37][CH2:36][C:31]2[O:30][N:29]=[C:28]([CH3:27])[CH:32]=2)=[O:25])=[CH:15][C:16]2[C:21]([CH:22]=1)=[CH:20][CH:19]=[CH:18][CH:17]=2)=[O:11]. The catalyst class is: 16. (6) Reactant: [CH3:1][O:2][C:3](=[O:11])[C:4]1[CH:9]=[CH:8][CH:7]=[N:6][C:5]=1F.[F:12][C:13]1[CH:14]=[C:15]([CH:17]=[C:18]([F:20])[CH:19]=1)[NH2:16]. Product: [F:12][C:13]1[CH:14]=[C:15]([NH:16][C:5]2[N:6]=[CH:7][CH:8]=[CH:9][C:4]=2[C:3]([O:2][CH3:1])=[O:11])[CH:17]=[C:18]([F:20])[CH:19]=1. The catalyst class is: 2.